This data is from Full USPTO retrosynthesis dataset with 1.9M reactions from patents (1976-2016). The task is: Predict the reactants needed to synthesize the given product. (1) Given the product [C:23]([C:22]1[CH:25]=[CH:26][C:19]([N:18]([CH2:2][C:3]2[N:4]=[CH:5][N:6]([C:8]([O:10][C:11]([CH3:14])([CH3:13])[CH3:12])=[O:9])[CH:7]=2)[CH2:17][C:16]([F:15])([F:31])[F:32])=[CH:20][C:21]=1[C:27]([F:28])([F:30])[F:29])#[N:24], predict the reactants needed to synthesize it. The reactants are: Cl[CH2:2][C:3]1[N:4]=[CH:5][N:6]([C:8]([O:10][C:11]([CH3:14])([CH3:13])[CH3:12])=[O:9])[CH:7]=1.[F:15][C:16]([F:32])([F:31])[CH2:17][NH:18][C:19]1[CH:26]=[CH:25][C:22]([C:23]#[N:24])=[C:21]([C:27]([F:30])([F:29])[F:28])[CH:20]=1. (2) Given the product [S:42]1[C:46]2[CH:47]=[CH:48][CH:49]=[CH:50][C:45]=2[CH:44]=[C:43]1[S:51]([O:1][C:2]1[CH:10]=[CH:9][C:8]([C:11]2[N:12]([C:27]([O:29][C:30]([CH3:31])([CH3:33])[CH3:32])=[O:28])[C:13]3[C:18]([CH:19]=2)=[CH:17][C:16]([CH2:20][N:21]2[CH2:26][CH2:25][CH2:24][CH2:23][CH2:22]2)=[CH:15][CH:14]=3)=[C:7]2[C:3]=1[CH2:4][NH:5][C:6]2=[O:34])(=[O:53])=[O:52], predict the reactants needed to synthesize it. The reactants are: [OH:1][C:2]1[CH:10]=[CH:9][C:8]([C:11]2[N:12]([C:27]([O:29][C:30]([CH3:33])([CH3:32])[CH3:31])=[O:28])[C:13]3[C:18]([CH:19]=2)=[CH:17][C:16]([CH2:20][N:21]2[CH2:26][CH2:25][CH2:24][CH2:23][CH2:22]2)=[CH:15][CH:14]=3)=[C:7]2[C:3]=1[CH2:4][NH:5][C:6]2=[O:34].C(N(CC)CC)C.[S:42]1[C:46]2[CH:47]=[CH:48][CH:49]=[CH:50][C:45]=2[CH:44]=[C:43]1[S:51](Cl)(=[O:53])=[O:52]. (3) Given the product [CH2:6]([C:8]1[C:9]([C:29]2[CH:34]=[CH:33][CH:32]=[CH:31][CH:30]=2)=[C:10]([O:20][C:21]2[CH:28]=[CH:27][C:24](/[CH:25]=[CH:37]/[C:38]([O:39][CH2:40][CH3:36])=[O:35])=[CH:23][CH:22]=2)[C:11]2[C:16]([CH:17]=1)=[CH:15][C:14]([O:18][CH3:19])=[CH:13][CH:12]=2)[CH3:7], predict the reactants needed to synthesize it. The reactants are: [Li]CCCC.[CH2:6]([C:8]1[C:9]([C:29]2[CH:34]=[CH:33][CH:32]=[CH:31][CH:30]=2)=[C:10]([O:20][C:21]2[CH:28]=[CH:27][C:24]([CH:25]=O)=[CH:23][CH:22]=2)[C:11]2[C:16]([CH:17]=1)=[CH:15][C:14]([O:18][CH3:19])=[CH:13][CH:12]=2)[CH3:7].[OH2:35].[CH2:36]1[CH2:40][O:39][CH2:38][CH2:37]1. (4) The reactants are: [CH2:1]([C:4]1[CH:9]=[C:8]([O:10][CH2:11][CH2:12][C:13]2[N:14]=[C:15]([C:19]3[CH:24]=[CH:23][C:22]([C:25]4[CH:30]=[CH:29][CH:28]=[CH:27][CH:26]=4)=[CH:21][CH:20]=3)[O:16][C:17]=2[CH3:18])[CH:7]=[CH:6][C:5]=1[OH:31])[CH2:2][CH3:3].Br[CH2:33][C:34]([O:36][CH2:37][CH3:38])=[O:35].C(=O)([O-])[O-].[Cs+].[Cs+]. Given the product [CH2:37]([O:36][C:34](=[O:35])[CH2:33][O:31][C:5]1[CH:6]=[CH:7][C:8]([O:10][CH2:11][CH2:12][C:13]2[N:14]=[C:15]([C:19]3[CH:20]=[CH:21][C:22]([C:25]4[CH:26]=[CH:27][CH:28]=[CH:29][CH:30]=4)=[CH:23][CH:24]=3)[O:16][C:17]=2[CH3:18])=[CH:9][C:4]=1[CH2:1][CH2:2][CH3:3])[CH3:38], predict the reactants needed to synthesize it. (5) Given the product [F:1][C:2]1[C:7]([CH:8]([CH3:9])[CH3:10])=[CH:6][C:5]([C:11]2[CH:16]=[CH:15][C:14]([C:17]([F:19])([F:20])[F:18])=[CH:13][C:12]=2[CH:21]([NH:38][CH2:37][C:36]2[CH:39]=[CH:40][C:33]([O:32][CH3:31])=[CH:34][CH:35]=2)[C:29]#[N:30])=[C:4]([O:23][CH3:24])[CH:3]=1, predict the reactants needed to synthesize it. The reactants are: [F:1][C:2]1[C:7]([CH:8]([CH3:10])[CH3:9])=[CH:6][C:5]([C:11]2[C:12]([CH:21]=O)=[CH:13][C:14]([C:17]([F:20])([F:19])[F:18])=[CH:15][CH:16]=2)=[C:4]([O:23][CH3:24])[CH:3]=1.[Si]([C:29]#[N:30])(C)(C)C.[CH3:31][O:32][C:33]1[CH:40]=[CH:39][C:36]([CH2:37][NH2:38])=[CH:35][CH:34]=1. (6) The reactants are: [F:1][C:2]1[CH:7]=[CH:6][CH:5]=[C:4]([F:8])[C:3]=1[C:9]1[CH:14]=[C:13]([C:15]2[N:23](C(OC(C)(C)C)=O)[C:22]3[CH2:21][CH2:20][N:19](C(OC(C)(C)C)=O)[C:18](=[O:38])[C:17]=3[CH:16]=2)[CH:12]=[CH:11][N:10]=1.[F:39][C:40]([F:45])([F:44])[C:41]([OH:43])=[O:42].ClCCl. Given the product [F:39][C:40]([F:45])([F:44])[C:41]([OH:43])=[O:42].[F:8][C:4]1[CH:5]=[CH:6][CH:7]=[C:2]([F:1])[C:3]=1[C:9]1[CH:14]=[C:13]([C:15]2[NH:23][C:22]3[CH2:21][CH2:20][NH:19][C:18](=[O:38])[C:17]=3[CH:16]=2)[CH:12]=[CH:11][N:10]=1, predict the reactants needed to synthesize it. (7) Given the product [NH2:68][C@H:23]([CH2:22][CH2:21][CH2:20][CH2:19][NH:18][C:16]([O:15][CH2:8][C:9]1[CH:10]=[CH:11][CH:12]=[CH:13][CH:14]=1)=[O:17])[C:24]([O:26][C@H:27]1[C@@H:31]([OH:32])[C@H:30]([N:33]2[CH:41]=[N:40][C:39]3[C:34]2=[N:35][CH:36]=[N:37][C:38]=3[NH2:42])[O:29][C@H:28]1[CH2:43][O:44][P:45]([O:48][C@H:49]1[CH2:53][C@H:52]([N:54]2[CH:59]=[CH:58][C:57]([NH2:60])=[N:56][C:55]2=[O:61])[O:51][C@@H:50]1[CH2:62][O:63][P:64]([OH:67])([OH:66])=[O:65])([OH:47])=[O:46])=[O:25], predict the reactants needed to synthesize it. The reactants are: FC(F)(F)C(O)=O.[CH2:8]([O:15][C:16]([NH:18][CH2:19][CH2:20][CH2:21][CH2:22][C@@H:23]([NH:68]C(OC(C)(C)C)=O)[C:24]([O:26][C@H:27]1[C@@H:31]([OH:32])[C@H:30]([N:33]2[CH:41]=[N:40][C:39]3[C:34]2=[N:35][CH:36]=[N:37][C:38]=3[NH2:42])[O:29][C@H:28]1[CH2:43][O:44][P:45]([O:48][C@H:49]1[CH2:53][C@H:52]([N:54]2[CH:59]=[CH:58][C:57]([NH2:60])=[N:56][C:55]2=[O:61])[O:51][C@@H:50]1[CH2:62][O:63][P:64]([OH:67])([OH:66])=[O:65])([OH:47])=[O:46])=[O:25])=[O:17])[C:9]1[CH:14]=[CH:13][CH:12]=[CH:11][CH:10]=1. (8) Given the product [CH3:19][O:20][C:21]1[C:22](=[O:49])[C:23]([CH3:48])=[C:24]([CH2:30][C:31]2[C:32]([O:40][CH2:41][C:42]3[CH:43]=[CH:44][CH:45]=[CH:46][CH:47]=3)=[C:33]([CH:37]=[CH:38][CH:39]=2)[C:34]([N:1]2[CH2:6][CH2:5][O:4][CH2:3][CH2:2]2)=[O:35])[C:25](=[O:29])[C:26]=1[O:27][CH3:28], predict the reactants needed to synthesize it. The reactants are: [NH:1]1[CH2:6][CH2:5][O:4][CH2:3][CH2:2]1.Cl.C(N=C=NCCCN(C)C)C.[CH3:19][O:20][C:21]1[C:22](=[O:49])[C:23]([CH3:48])=[C:24]([CH2:30][C:31]2[C:32]([O:40][CH2:41][C:42]3[CH:47]=[CH:46][CH:45]=[CH:44][CH:43]=3)=[C:33]([CH:37]=[CH:38][CH:39]=2)[C:34](O)=[O:35])[C:25](=[O:29])[C:26]=1[O:27][CH3:28].